Dataset: Forward reaction prediction with 1.9M reactions from USPTO patents (1976-2016). Task: Predict the product of the given reaction. (1) Given the reactants [C:1]([C:3]1([NH:6][C:7]([CH:9]2[CH2:13][CH2:12][CH:11]([S:14]([C:17]3[CH:22]=[CH:21][C:20](F)=[CH:19][C:18]=3[Cl:24])(=[O:16])=[O:15])[CH2:10]2)=[O:8])[CH2:5][CH2:4]1)#[N:2].[F:25][C:26]1([F:31])[CH2:30][CH2:29][NH:28][CH2:27]1, predict the reaction product. The product is: [C:1]([C:3]1([NH:6][C:7]([C@@H:9]2[CH2:13][CH2:12][C@@H:11]([S:14]([C:17]3[CH:22]=[CH:21][C:20]([N:28]4[CH2:29][CH2:30][C:26]([F:31])([F:25])[CH2:27]4)=[CH:19][C:18]=3[Cl:24])(=[O:16])=[O:15])[CH2:10]2)=[O:8])[CH2:5][CH2:4]1)#[N:2]. (2) Given the reactants C(O[C:4](=[O:25])/[C:5](=[CH:10]/[C:11]1[CH:16]=[CH:15][C:14]([N:17]2[CH:21]=[C:20]([CH3:22])[N:19]=[CH:18]2)=[C:13]([O:23][CH3:24])[CH:12]=1)/[CH2:6][CH2:7][CH2:8]Cl)C.Cl.Cl.[F:28][C:29]1[CH:30]=[C:31]([CH:39]=[CH:40][C:41]=1[F:42])[CH2:32][N:33]1[CH2:37][CH2:36][C@H:35]([NH2:38])[CH2:34]1.C(=O)([O-])[O-].[K+].[K+].[I-].[Na+], predict the reaction product. The product is: [F:28][C:29]1[CH:30]=[C:31]([CH:39]=[CH:40][C:41]=1[F:42])[CH2:32][N:33]1[CH2:37][CH2:36][C@H:35]([N:38]2[CH2:8][CH2:7][CH2:6]/[C:5](=[CH:10]\[C:11]3[CH:16]=[CH:15][C:14]([N:17]4[CH:21]=[C:20]([CH3:22])[N:19]=[CH:18]4)=[C:13]([O:23][CH3:24])[CH:12]=3)/[C:4]2=[O:25])[CH2:34]1. (3) Given the reactants [OH:1][N:2]=[C:3](Cl)[C:4]1[CH:15]=[CH:14][C:7]2[B:8]([OH:13])[O:9][C:10]([CH3:12])([CH3:11])[C:6]=2[CH:5]=1.[Br:17][C:18]1[CH:23]=[C:22]([C:24]([C:26]([F:29])([F:28])[F:27])=[CH2:25])[CH:21]=[C:20]([Br:30])[C:19]=1[F:31].CC(=O)OCC, predict the reaction product. The product is: [Br:17][C:18]1[CH:23]=[C:22]([C:24]2([C:26]([F:29])([F:28])[F:27])[O:1][N:2]=[C:3]([C:4]3[CH:15]=[CH:14][C:7]4[B:8]([OH:13])[O:9][C:10]([CH3:12])([CH3:11])[C:6]=4[CH:5]=3)[CH2:25]2)[CH:21]=[C:20]([Br:30])[C:19]=1[F:31]. (4) Given the reactants [C:1]([O:5][C:6](=[O:23])[NH:7][C@@H:8]([C:10]1[CH:15]=[CH:14][C:13]([NH2:16])=[C:12]([C:17]#[C:18][Si:19]([CH3:22])([CH3:21])[CH3:20])[CH:11]=1)[CH3:9])([CH3:4])([CH3:3])[CH3:2].[CH3:24][S:25](O[S:25]([CH3:24])(=[O:27])=[O:26])(=[O:27])=[O:26].N1C=CC=CC=1, predict the reaction product. The product is: [C:1]([O:5][C:6](=[O:23])[NH:7][C@@H:8]([C:10]1[CH:15]=[CH:14][C:13]([NH:16][S:25]([CH3:24])(=[O:27])=[O:26])=[C:12]([C:17]#[C:18][Si:19]([CH3:21])([CH3:20])[CH3:22])[CH:11]=1)[CH3:9])([CH3:4])([CH3:3])[CH3:2]. (5) The product is: [CH2:1]([O:8][N:9]=[C:10]1[CH2:14][N:13]([C:15]([C:30]2[CH:29]=[CH:28][C:27]([C:25]#[N:26])=[CH:35][CH:34]=2)=[O:17])[C@H:12]([C:22]([N:47]2[CH2:46][CH2:45][N:44]([C:39]3[CH:40]=[CH:41][C:42]([Cl:43])=[C:37]([Cl:36])[CH:38]=3)[CH2:49][CH2:48]2)=[O:24])[CH2:11]1)[C:2]1[CH:3]=[CH:4][CH:5]=[CH:6][CH:7]=1. Given the reactants [CH2:1]([O:8][N:9]=[C:10]1[CH2:14][N:13]([C:15]([O:17]C(C)(C)C)=O)[C@H:12]([C:22]([OH:24])=O)[CH2:11]1)[C:2]1[CH:7]=[CH:6][CH:5]=[CH:4][CH:3]=1.[C:25]([C:27]1[CH:35]=[CH:34][C:30](C(Cl)=O)=[CH:29][CH:28]=1)#[N:26].[Cl:36][C:37]1[CH:38]=[C:39]([N:44]2[CH2:49][CH2:48][NH:47][CH2:46][CH2:45]2)[CH:40]=[CH:41][C:42]=1[Cl:43], predict the reaction product.